Dataset: Catalyst prediction with 721,799 reactions and 888 catalyst types from USPTO. Task: Predict which catalyst facilitates the given reaction. (1) Reactant: Cl[C:2]([O:4][CH:5]([CH3:7])[CH3:6])=[O:3].[CH3:8][S:9]([N:12]1[CH2:17][CH:16]=[C:15]([C:18]2[CH:19]=[C:20]3[CH2:34][C:25]4([CH2:33][C:27]5([CH2:32][CH2:31][NH:30][CH2:29][CH2:28]5)[CH2:26]4)[O:24][C:21]3=[CH:22][N:23]=2)[CH2:14][CH2:13]1)(=[O:11])=[O:10].C(N(CC)CC)C. Product: [CH:5]([O:4][C:2]([N:30]1[CH2:31][CH2:32][C:27]2([CH2:26][C:25]3([O:24][C:21]4=[CH:22][N:23]=[C:18]([C:15]5[CH2:16][CH2:17][N:12]([S:9]([CH3:8])(=[O:11])=[O:10])[CH2:13][CH:14]=5)[CH:19]=[C:20]4[CH2:34]3)[CH2:33]2)[CH2:28][CH2:29]1)=[O:3])([CH3:7])[CH3:6]. The catalyst class is: 4. (2) Reactant: [OH:1][C:2]1[CH:3]=[C:4]([C:8]2[CH:13]=[CH:12][N:11]=[CH:10][CH:9]=2)[CH:5]=[CH:6][CH:7]=1.N1C=CC=CC=1.[S:20]([O:27]S(C(F)(F)F)(=O)=O)([C:23]([F:26])([F:25])[F:24])(=[O:22])=[O:21]. Product: [F:24][C:23]([F:26])([F:25])[S:20]([OH:27])(=[O:22])=[O:21].[OH:1][C:2]1[CH:3]=[C:4]([C:8]2[CH:13]=[CH:12][N:11]=[CH:10][CH:9]=2)[CH:5]=[CH:6][CH:7]=1. The catalyst class is: 768. (3) The catalyst class is: 78. Product: [C:1]([O:5][CH:6]1[CH2:9][C:8](=[O:10])[CH2:7]1)([CH3:4])([CH3:3])[CH3:2]. Reactant: [C:1]([O:5][CH:6]1[CH2:9][C:8](=[O:10])[CH:7]1Cl)([CH3:4])([CH3:3])[CH3:2].N1C=CC=CC=1.O.[H][H]. (4) Product: [Cl:1][C:2]1[CH:7]=[CH:6][C:5]([C:8]2[N:12]([C:13]3[CH:18]=[CH:17][CH:16]=[CH:15][C:14]=3[OH:19])[N:11]=[C:10]([CH:21]3[CH2:26][C:25]([CH3:28])([CH3:27])[O:24][C:23]([CH3:30])([CH3:29])[CH2:22]3)[CH:9]=2)=[CH:4][CH:3]=1. The catalyst class is: 2. Reactant: [Cl:1][C:2]1[CH:7]=[CH:6][C:5]([C:8]2[N:12]([C:13]3[CH:18]=[CH:17][CH:16]=[CH:15][C:14]=3[O:19]C)[N:11]=[C:10]([CH:21]3[CH2:26][C:25]([CH3:28])([CH3:27])[O:24][C:23]([CH3:30])([CH3:29])[CH2:22]3)[CH:9]=2)=[CH:4][CH:3]=1.B(Br)(Br)Br. (5) Reactant: [Br:1][C:2]1[CH:3]=[C:4]([C:12]([O:14]C)=[O:13])[CH:5]=[C:6]([CH:11]=1)[C:7]([O:9][CH3:10])=[O:8].[OH-].[Na+]. The catalyst class is: 111. Product: [Br:1][C:2]1[CH:3]=[C:4]([CH:5]=[C:6]([C:7]([O:9][CH3:10])=[O:8])[CH:11]=1)[C:12]([OH:14])=[O:13]. (6) Reactant: [C:1]([NH2:9])(=[O:8])[C:2]1[CH:7]=[CH:6][CH:5]=[CH:4][CH:3]=1.Cl[CH2:11][C:12](=O)[CH2:13][CH2:14][CH2:15][CH2:16][CH2:17][CH2:18][O:19][C:20]([CH3:26])([CH3:25])[C:21]([O:23][CH3:24])=[O:22]. Product: [CH3:26][C:20]([O:19][CH2:18][CH2:17][CH2:16][CH2:15][CH2:14][CH2:13][C:12]1[N:9]=[C:1]([C:2]2[CH:7]=[CH:6][CH:5]=[CH:4][CH:3]=2)[O:8][CH:11]=1)([CH3:25])[C:21]([O:23][CH3:24])=[O:22]. The catalyst class is: 13. (7) Reactant: [NH2:1][C:2]1[CH:7]=[C:6]([N+:8]([O-:10])=[O:9])[CH:5]=[CH:4][C:3]=1[O:11][CH3:12].[CH3:13][S:14](Cl)(=[O:16])=[O:15].O. Product: [CH3:12][O:11][C:3]1[CH:4]=[CH:5][C:6]([N+:8]([O-:10])=[O:9])=[CH:7][C:2]=1[NH:1][S:14]([CH3:13])(=[O:16])=[O:15]. The catalyst class is: 17. (8) Reactant: [Br:1][C:2]1[C:3]([C:10](N(OC)C)=[O:11])=[N:4][C:5]([S:8][CH3:9])=[N:6][CH:7]=1.[H-].[Al+3].[Li+].[H-].[H-].[H-].O.[OH-].[Na+]. Product: [Br:1][C:2]1[C:3]([CH:10]=[O:11])=[N:4][C:5]([S:8][CH3:9])=[N:6][CH:7]=1. The catalyst class is: 1. (9) Reactant: [OH:1][C:2]1[CH:3]=[C:4]2[C:9](=[CH:10][CH:11]=1)[CH2:8][CH:7]([CH2:12][N:13]1[CH2:18][CH2:17][CH2:16][CH2:15][CH2:14]1)[CH2:6][CH2:5]2.[Cl:19][CH2:20][C:21]1[O:22][C:23]([C:26]2[CH:31]=[CH:30][CH:29]=[CH:28][CH:27]=2)=[N:24][N:25]=1.C(=O)([O-])[O-].[K+].[K+]. Product: [ClH:19].[C:26]1([C:23]2[O:22][C:21]([CH2:20][O:1][C:2]3[CH:3]=[C:4]4[C:9](=[CH:10][CH:11]=3)[CH2:8][CH:7]([CH2:12][N:13]3[CH2:18][CH2:17][CH2:16][CH2:15][CH2:14]3)[CH2:6][CH2:5]4)=[N:25][N:24]=2)[CH:27]=[CH:28][CH:29]=[CH:30][CH:31]=1. The catalyst class is: 18.